This data is from Full USPTO retrosynthesis dataset with 1.9M reactions from patents (1976-2016). The task is: Predict the reactants needed to synthesize the given product. (1) The reactants are: [ClH:1].[NH2:2][C:3]1[CH:4]=[CH:5][C:6]([S:19]([C:22]([CH3:25])([CH3:24])[CH3:23])(=[O:21])=[O:20])=[C:7]([CH:18]=1)[CH2:8][N:9](C)[C:10](=O)OC(C)(C)C. Given the product [ClH:1].[C:22]([S:19]([C:6]1[CH:5]=[CH:4][C:3]([NH2:2])=[CH:18][C:7]=1[CH2:8][NH:9][CH3:10])(=[O:21])=[O:20])([CH3:25])([CH3:24])[CH3:23], predict the reactants needed to synthesize it. (2) The reactants are: [CH3:1][C:2]1[CH:3]=[C:4]([C:17](=O)[CH3:18])[CH:5]=[N:6][C:7]=1[N:8]1[CH:12]=[C:11]([C:13]([F:16])([F:15])[F:14])[CH:10]=[N:9]1.[CH3:20][C:21]([S@:24]([NH2:26])=[O:25])([CH3:23])[CH3:22]. Given the product [CH3:20][C:21]([S@:24]([NH:26][CH:17]([C:4]1[CH:5]=[N:6][C:7]([N:8]2[CH:12]=[C:11]([C:13]([F:16])([F:15])[F:14])[CH:10]=[N:9]2)=[C:2]([CH3:1])[CH:3]=1)[CH3:18])=[O:25])([CH3:23])[CH3:22], predict the reactants needed to synthesize it. (3) Given the product [CH:28]1([C:31]([NH:1][C:2]2[N:27]=[C:5]3[CH:6]=[CH:7][C:8]([O:10][C:11]4[CH:12]=[C:13]([NH:17][C:18]([C:20]5[C:25]([CH3:26])=[CH:24][CH:23]=[CH:22][N:21]=5)=[O:19])[CH:14]=[CH:15][CH:16]=4)=[CH:9][N:4]3[N:3]=2)=[O:32])[CH2:30][CH2:29]1, predict the reactants needed to synthesize it. The reactants are: [NH2:1][C:2]1[N:27]=[C:5]2[CH:6]=[CH:7][C:8]([O:10][C:11]3[CH:12]=[C:13]([NH:17][C:18]([C:20]4[C:25]([CH3:26])=[CH:24][CH:23]=[CH:22][N:21]=4)=[O:19])[CH:14]=[CH:15][CH:16]=3)=[CH:9][N:4]2[N:3]=1.[CH:28]1([C:31](Cl)=[O:32])[CH2:30][CH2:29]1. (4) Given the product [Cl:1][C:2]1[CH:3]=[C:4]([NH:5][CH:13]=[C:14]([C:15]([O:17][CH2:18][CH3:19])=[O:16])[C:20]([O:22][CH2:23][CH3:24])=[O:21])[CH:6]=[CH:7][C:8]=1[I:9], predict the reactants needed to synthesize it. The reactants are: [Cl:1][C:2]1[CH:3]=[C:4]([CH:6]=[CH:7][C:8]=1[I:9])[NH2:5].C(O[CH:13]=[C:14]([C:20]([O:22][CH2:23][CH3:24])=[O:21])[C:15]([O:17][CH2:18][CH3:19])=[O:16])C. (5) Given the product [CH2:1]([S:3]([C:6]1[CH:7]=[C:8]([C:12]2[CH:20]=[C:19]([C:21]([NH:23][CH:24]3[CH2:25][CH2:26][N:27]([CH3:30])[CH2:28][CH2:29]3)=[O:22])[C:18]([CH3:31])=[C:17]3[C:13]=2[C:14]2[CH:35]=[C:34]([CH3:36])[CH:33]=[N:32][C:15]=2[NH:16]3)[CH:9]=[CH:10][CH:11]=1)(=[O:4])=[O:5])[CH3:2].[CH3:37][S:38]([OH:41])(=[O:40])=[O:39].[CH2:1]([S:3]([C:6]1[CH:7]=[C:8]([C:12]2[CH:20]=[C:19]([C:21]([NH:23][CH:24]3[CH2:25][CH2:26][N:27]([CH3:30])[CH2:28][CH2:29]3)=[O:22])[C:18]([CH3:31])=[C:17]3[C:13]=2[C:14]2[CH:35]=[C:34]([CH3:36])[CH:33]=[N:32][C:15]=2[NH:16]3)[CH:9]=[CH:10][CH:11]=1)(=[O:4])=[O:5])[CH3:2], predict the reactants needed to synthesize it. The reactants are: [CH2:1]([S:3]([C:6]1[CH:7]=[C:8]([C:12]2[CH:20]=[C:19]([C:21]([NH:23][CH:24]3[CH2:29][CH2:28][N:27]([CH3:30])[CH2:26][CH2:25]3)=[O:22])[C:18]([CH3:31])=[C:17]3[C:13]=2[C:14]2[CH:35]=[C:34]([CH3:36])[CH:33]=[N:32][C:15]=2[NH:16]3)[CH:9]=[CH:10][CH:11]=1)(=[O:5])=[O:4])[CH3:2].[CH3:37][S:38]([OH:41])(=[O:40])=[O:39]. (6) Given the product [C:8]1([C:7]#[C:6][C:41]2[CH:46]=[CH:45][NH:44][C:43](=[O:66])[N:42]=2)[CH:9]=[CH:10][CH:11]=[CH:12][CH:13]=1, predict the reactants needed to synthesize it. The reactants are: C([Sn](CCCC)(CCCC)[C:6]#[C:7][C:8]1[CH:13]=[CH:12][CH:11]=[CH:10][CH:9]=1)CCC.C(C1C=C(C(C)C)C=C(C(C)C)C=1S(O[C:41]1[CH:46]=[CH:45][N:44](C(C2C=CC=CC=2)(C2C=CC=CC=2)C2C=CC=CC=2)[C:43](=[O:66])[N:42]=1)(=O)=O)(C)C.